Dataset: Forward reaction prediction with 1.9M reactions from USPTO patents (1976-2016). Task: Predict the product of the given reaction. (1) Given the reactants [CH2:1]([N:8]1[CH2:13][CH2:12][NH:11][CH2:10][CH2:9]1)[C:2]1[CH:7]=[CH:6][CH:5]=[CH:4][CH:3]=1.[NH2:14][C:15]1[N:20]=[C:19](Cl)[CH:18]=[C:17]([Cl:22])[N:16]=1.C([O-])([O-])=O.[Cs+].[Cs+], predict the reaction product. The product is: [CH2:1]([N:8]1[CH2:13][CH2:12][N:11]([C:19]2[CH:18]=[C:17]([Cl:22])[N:16]=[C:15]([NH2:14])[N:20]=2)[CH2:10][CH2:9]1)[C:2]1[CH:3]=[CH:4][CH:5]=[CH:6][CH:7]=1. (2) Given the reactants [S:1]1[C:5]2=[N:6][CH:7]=[CH:8][CH:9]=[C:4]2[C:3]([NH:10][CH2:11][CH2:12][CH2:13][NH2:14])=[N:2]1.C(N(C(C)C)CC)(C)C.[CH3:24][O:25][C:26]1[CH:34]=[CH:33][C:29]([C:30](Cl)=[O:31])=[CH:28][CH:27]=1, predict the reaction product. The product is: [S:1]1[C:5]2=[N:6][CH:7]=[CH:8][CH:9]=[C:4]2[C:3]([NH:10][CH2:11][CH2:12][CH2:13][NH:14][C:30](=[O:31])[C:29]2[CH:33]=[CH:34][C:26]([O:25][CH3:24])=[CH:27][CH:28]=2)=[N:2]1. (3) Given the reactants [Cl:1][C:2]1[C:3]([C:30]2[C:38]3[C:33](=[CH:34][CH:35]=[CH:36][CH:37]=3)[NH:32][CH:31]=2)=[N:4][C:5]([NH:8][CH:9]2[CH2:14][CH2:13][N:12]([CH2:15][C:16]3[CH:21]=[CH:20][C:19]([NH:22][C:23](=[O:29])/[CH:24]=[CH:25]/[CH2:26][NH:27][CH3:28])=[CH:18][CH:17]=3)[CH2:11][CH2:10]2)=[N:6][CH:7]=1.C([O-])([O-])=O.[K+].[K+].Br[CH2:46][C:47]([O:49][C:50]([CH3:53])([CH3:52])[CH3:51])=[O:48], predict the reaction product. The product is: [Cl:1][C:2]1[C:3]([C:30]2[C:38]3[C:33](=[CH:34][CH:35]=[CH:36][CH:37]=3)[NH:32][CH:31]=2)=[N:4][C:5]([NH:8][CH:9]2[CH2:10][CH2:11][N:12]([CH2:15][C:16]3[CH:17]=[CH:18][C:19]([NH:22][C:23](=[O:29])/[CH:24]=[CH:25]/[CH2:26][N:27]([CH3:28])[CH2:46][C:47]([O:49][C:50]([CH3:53])([CH3:52])[CH3:51])=[O:48])=[CH:20][CH:21]=3)[CH2:13][CH2:14]2)=[N:6][CH:7]=1. (4) Given the reactants [CH3:1][C:2]1[N:7]=[CH:6][N:5]=[C:4]([C:8]([OH:10])=[O:9])[CH:3]=1.C(O)(=O)C.[Br:15]Br, predict the reaction product. The product is: [Br:15][CH2:1][C:2]1[N:7]=[CH:6][N:5]=[C:4]([C:8]([OH:10])=[O:9])[CH:3]=1. (5) Given the reactants [H-].[Na+].[F:3][C:4]1[CH:9]=[CH:8][C:7]([C:10]2[C:14]([CH2:15][OH:16])=[C:13]([CH3:17])[O:12][N:11]=2)=[CH:6][CH:5]=1.Cl[C:19]1[CH:26]=[CH:25][C:22]([C:23]#[N:24])=[CH:21][N:20]=1.C(O)(=O)CC(CC(O)=O)(C(O)=O)O, predict the reaction product. The product is: [F:3][C:4]1[CH:5]=[CH:6][C:7]([C:10]2[C:14]([CH2:15][O:16][C:19]3[CH:26]=[CH:25][C:22]([C:23]#[N:24])=[CH:21][N:20]=3)=[C:13]([CH3:17])[O:12][N:11]=2)=[CH:8][CH:9]=1.